Dataset: Forward reaction prediction with 1.9M reactions from USPTO patents (1976-2016). Task: Predict the product of the given reaction. (1) Given the reactants F[C:2]1[CH:7]=[CH:6][C:5]([N+:8]([O-:10])=[O:9])=[CH:4][CH:3]=1.[NH:11]1[CH2:16][CH2:15][O:14][CH:13]([CH2:17][CH2:18][OH:19])[CH2:12]1.C(N(CC)C(C)C)(C)C, predict the reaction product. The product is: [N+:8]([C:5]1[CH:6]=[CH:7][C:2]([N:11]2[CH2:16][CH2:15][O:14][CH:13]([CH2:17][CH2:18][OH:19])[CH2:12]2)=[CH:3][CH:4]=1)([O-:10])=[O:9]. (2) Given the reactants Br[C:2]1[CH:3]=[C:4]2[C:9](=[CH:10][CH:11]=1)[N:8]=[C:7]([C:12]([O:14][CH2:15][CH3:16])=[O:13])[C:6]([CH3:17])=[CH:5]2.[OH:18][C:19]1[CH:24]=[CH:23][C:22](B(O)O)=[CH:21][CH:20]=1.C1(P(C2C=CC=CC=2)C2C=CC=CC=2)C=CC=CC=1.P([O-])([O-])([O-])=O.[K+].[K+].[K+], predict the reaction product. The product is: [OH:18][C:19]1[CH:24]=[CH:23][C:22]([C:2]2[CH:3]=[C:4]3[C:9](=[CH:10][CH:11]=2)[N:8]=[C:7]([C:12]([O:14][CH2:15][CH3:16])=[O:13])[C:6]([CH3:17])=[CH:5]3)=[CH:21][CH:20]=1. (3) Given the reactants [CH:1]([C:3]1[CH:8]=[C:7]([O:9][CH:10]([C:15]2[CH:28]=[CH:27][C:18]([C:19]([NH:21][CH2:22][CH2:23][C:24]([OH:26])=[O:25])=[O:20])=[CH:17][CH:16]=2)[CH2:11][CH:12]([CH3:14])[CH3:13])[CH:6]=[CH:5][C:4]=1[C:29]1[CH:34]=[CH:33][C:32]([CH:35]([CH3:37])[CH3:36])=[CH:31][CH:30]=1)=O.[NH:38]1[CH2:43][CH2:42][O:41][CH2:40][CH2:39]1.[BH-](OC(C)=O)(OC(C)=O)OC(C)=O.[Na+].C(O)(=O)C, predict the reaction product. The product is: [CH:35]([C:32]1[CH:31]=[CH:30][C:29]([C:4]2[CH:5]=[CH:6][C:7]([O:9][CH:10]([C:15]3[CH:16]=[CH:17][C:18]([C:19]([NH:21][CH2:22][CH2:23][C:24]([OH:26])=[O:25])=[O:20])=[CH:27][CH:28]=3)[CH2:11][CH:12]([CH3:14])[CH3:13])=[CH:8][C:3]=2[CH2:1][N:38]2[CH2:43][CH2:42][O:41][CH2:40][CH2:39]2)=[CH:34][CH:33]=1)([CH3:36])[CH3:37]. (4) Given the reactants Cl.[CH3:2][O:3][C:4]([C@H:6]1[CH2:10][CH2:9][CH2:8][C@H:7]1[NH2:11])=[O:5].S([O-])([O-])(=O)=O.[Mg+2].C(N(CC)CC)C.[F:25][C:26]1[CH:33]=[CH:32][C:29]([CH:30]=O)=[CH:28][CH:27]=1.[BH4-].[Na+].C(=O)(O)[O-].[Na+], predict the reaction product. The product is: [CH3:2][O:3][C:4]([C@H:6]1[CH2:10][CH2:9][CH2:8][C@H:7]1[NH:11][CH2:30][C:29]1[CH:32]=[CH:33][C:26]([F:25])=[CH:27][CH:28]=1)=[O:5]. (5) The product is: [CH3:18][O:19][C:20](=[O:32])[CH2:21][C:22]1[C:30]2[C:25](=[CH:26][CH:27]=[C:28]([C:7]3[CH:6]=[CH:5][C:4]([OH:17])=[CH:3][C:2]=3[CH3:1])[CH:29]=2)[NH:24][CH:23]=1. Given the reactants [CH3:1][C:2]1[CH:3]=[C:4]([OH:17])[CH:5]=[CH:6][C:7]=1B1OC(C)(C)C(C)(C)O1.[CH3:18][O:19][C:20](=[O:32])[CH2:21][C:22]1[C:30]2[C:25](=[CH:26][CH:27]=[C:28](Br)[CH:29]=2)[NH:24][CH:23]=1.C(=O)([O-])[O-].[K+].[K+].Cl, predict the reaction product. (6) Given the reactants [CH3:1][C:2]([CH3:26])([CH3:25])[C:3](=[O:24])[CH:4]=P(C1C=CC=CC=1)(C1C=CC=CC=1)C1C=CC=CC=1.O=[CH:28][C:29]([O:31][CH2:32][CH2:33][CH2:34][CH3:35])=[O:30], predict the reaction product. The product is: [CH3:26][C:2]([CH3:1])([CH3:25])[C:3](=[O:24])/[CH:4]=[CH:28]/[C:29]([O:31][CH2:32][CH2:33][CH2:34][CH3:35])=[O:30]. (7) Given the reactants [CH3:1][O:2][CH2:3][CH2:4][O:5][C:6]1[CH:11]=[CH:10][CH:9]=[C:8]([N+:12]([O-])=O)[C:7]=1[N+:15]([O-])=O, predict the reaction product. The product is: [CH3:1][O:2][CH2:3][CH2:4][O:5][C:6]1[CH:11]=[CH:10][CH:9]=[C:8]([NH2:12])[C:7]=1[NH2:15].